Dataset: Reaction yield outcomes from USPTO patents with 853,638 reactions. Task: Predict the reaction yield, written as a fraction of the theoretical maximum amount of product (1.0 means a 100% yield; for example, 0.34 means a 34% yield). (1) The reactants are Br[CH:2]([CH3:4])[CH3:3].[Cl:5][C:6]1[CH:15]=[C:14]([I:16])[C:13]([OH:17])=[C:12]2[C:7]=1[CH:8]=[CH:9][CH:10]=[N:11]2.C([O-])([O-])=O.[K+].[K+].[NH4+].[Cl-]. The catalyst is CS(C)=O. The product is [Cl:5][C:6]1[CH:15]=[C:14]([I:16])[C:13]([O:17][CH:2]([CH3:4])[CH3:3])=[C:12]2[C:7]=1[CH:8]=[CH:9][CH:10]=[N:11]2. The yield is 0.930. (2) The reactants are Br[C:2]1[C:12]([F:13])=[CH:11][C:5]2[S:6](=[O:10])(=[O:9])[CH2:7][CH2:8][C:4]=2[CH:3]=1.[NH2:14][C@H:15]1[CH2:20][CH2:19][CH2:18][N:17]([CH:21]2[CH2:26][CH2:25][N:24]([C:27]3[N:32]=[CH:31][C:30]([CH2:33][CH3:34])=[CH:29][N:28]=3)[CH2:23][CH2:22]2)[C:16]1=[O:35].CC(C)([O-])C.[Na+]. The catalyst is C1C=CC(/C=C/C(/C=C/C2C=CC=CC=2)=O)=CC=1.C1C=CC(/C=C/C(/C=C/C2C=CC=CC=2)=O)=CC=1.C1C=CC(/C=C/C(/C=C/C2C=CC=CC=2)=O)=CC=1.[Pd].[Pd]. The product is [CH2:33]([C:30]1[CH:29]=[N:28][C:27]([N:24]2[CH2:23][CH2:22][CH:21]([N:17]3[CH2:18][CH2:19][CH2:20][C@H:15]([NH:14][C:2]4[C:12]([F:13])=[CH:11][C:5]5[S:6](=[O:10])(=[O:9])[CH2:7][CH2:8][C:4]=5[CH:3]=4)[C:16]3=[O:35])[CH2:26][CH2:25]2)=[N:32][CH:31]=1)[CH3:34]. The yield is 0.310. (3) The reactants are [Br:1][C:2]1[CH:3]=[C:4](/[C:8](/[CH3:12])=[CH:9]/[CH2:10]O)[CH:5]=[CH:6][CH:7]=1.CC(OI1(OC(C)=O)(OC(C)=O)OC(=O)C2C=CC=CC1=2)=[O:15].C([O-])(O)=O.[Na+].[O-]S([O-])(=S)=O.[Na+].[Na+]. The catalyst is C(Cl)Cl. The product is [Br:1][C:2]1[CH:3]=[C:4]([C:8](=[CH:9][CH3:10])[CH:12]=[O:15])[CH:5]=[CH:6][CH:7]=1. The yield is 0.890. (4) The reactants are [NH:1]1[CH2:6][CH2:5][O:4][CH2:3][CH2:2]1.Cl[C:8]1[CH:13]=[C:12]([N:14]2[CH2:19][C@@H:18]([CH3:20])[O:17][C@@H:16]([CH3:21])[CH2:15]2)[N:11]=[C:10]([N:22]2[C:26]3[CH:27]=[CH:28][CH:29]=[C:30]([O:31][CH3:32])[C:25]=3[N:24]=[C:23]2[CH:33]([F:35])[F:34])[N:9]=1. The catalyst is O. The product is [F:34][CH:33]([F:35])[C:23]1[N:22]([C:10]2[N:11]=[C:12]([N:14]3[CH2:19][C@@H:18]([CH3:20])[O:17][C@@H:16]([CH3:21])[CH2:15]3)[CH:13]=[C:8]([N:1]3[CH2:6][CH2:5][O:4][CH2:3][CH2:2]3)[N:9]=2)[C:26]2[CH:27]=[CH:28][CH:29]=[C:30]([O:31][CH3:32])[C:25]=2[N:24]=1. The yield is 0.860. (5) The yield is 0.370. The catalyst is O1CCOCC1.O.O.C1C=CC([P]([Pd]([P](C2C=CC=CC=2)(C2C=CC=CC=2)C2C=CC=CC=2)([P](C2C=CC=CC=2)(C2C=CC=CC=2)C2C=CC=CC=2)[P](C2C=CC=CC=2)(C2C=CC=CC=2)C2C=CC=CC=2)(C2C=CC=CC=2)C2C=CC=CC=2)=CC=1. The reactants are [CH:1]1([N:6]2[C:14]3[CH:13]=[C:12](B4OC(C)(C)C(C)(C)O4)[CH:11]=[C:10]([C:24]([NH:26][CH2:27][C:28]4[C:29](=[O:36])[NH:30][C:31]([CH3:35])=[CH:32][C:33]=4[CH3:34])=[O:25])[C:9]=3[CH:8]=[N:7]2)[CH2:5][CH2:4][CH2:3][CH2:2]1.Br[C:38]1[CH:45]=[CH:44][C:41]([CH:42]=[O:43])=[CH:40][N:39]=1.C([O-])([O-])=O.[Cs+].[Cs+]. The product is [CH:1]1([N:6]2[C:14]3[CH:13]=[C:12]([C:38]4[CH:45]=[CH:44][C:41]([CH:42]=[O:43])=[CH:40][N:39]=4)[CH:11]=[C:10]([C:24]([NH:26][CH2:27][C:28]4[C:29](=[O:36])[NH:30][C:31]([CH3:35])=[CH:32][C:33]=4[CH3:34])=[O:25])[C:9]=3[CH:8]=[N:7]2)[CH2:5][CH2:4][CH2:3][CH2:2]1. (6) The reactants are [Br:1][C:2]1[CH:7]=[CH:6][C:5]([C:8]([C:10]2[CH:15]=[CH:14][C:13](N(C)C)=[CH:12][CH:11]=2)=[CH2:9])=[CH:4][CH:3]=1.BrC1C=CC([C:24](C2C=CC(OC)=CC=2)=[O:25])=CC=1.C[Mg]Br. No catalyst specified. The product is [Br:1][C:2]1[CH:7]=[CH:6][C:5]([C:8]([C:10]2[CH:15]=[CH:14][C:13]([O:25][CH3:24])=[CH:12][CH:11]=2)=[CH2:9])=[CH:4][CH:3]=1. The yield is 0.700.